This data is from Catalyst prediction with 721,799 reactions and 888 catalyst types from USPTO. The task is: Predict which catalyst facilitates the given reaction. (1) Reactant: C1(C)C=CC(S(O)(=O)=O)=CC=1.[Na].O[N:14]1C(=O)[C:22]2[CH:25]=[CH:26][CH:27]=[C:20]3[C:21]=2[C:16](=[CH:17][CH:18]=[CH:19]3)[C:15]1=[O:28]. Product: [NH:14]1[C:22]2[C:21]3[C:20](=[CH:19][CH:18]=[CH:17][C:16]=3[C:15]1=[O:28])[CH:27]=[CH:26][CH:25]=2. The catalyst class is: 48. (2) Reactant: [F:1][C:2]1[C:7]([N+:8]([O-:10])=[O:9])=[CH:6][C:5]([NH2:11])=[C:4]([NH2:12])[CH:3]=1.[C:13]1([CH3:22])[CH:18]=[CH:17][C:16]([C:19](Cl)=[O:20])=[CH:15][CH:14]=1.[OH-:23].[Na+]. Product: [F:1][C:2]1[C:7]([N+:8]([O-:10])=[O:9])=[CH:6][C:5]([NH:11][C:19]([C:16]2[CH:17]=[CH:18][C:13]([CH3:22])=[CH:14][CH:15]=2)=[O:20])=[C:4]([NH:12][C:22]([C:13]2[CH:18]=[CH:17][C:16]([CH3:19])=[CH:15][CH:14]=2)=[O:23])[CH:3]=1. The catalyst class is: 17. (3) Reactant: [C:1]([BH3-])#[N:2].[Na+].N[C:6]1[CH:7]=[C:8]2[C:13](=[CH:14][CH:15]=1)[C:11](=[O:12])[O:10][CH2:9]2.C=O.O.[C:19](O)(=O)C. Product: [CH3:19][N:2]([CH3:1])[C:6]1[CH:7]=[C:8]2[C:13](=[CH:14][CH:15]=1)[C:11](=[O:12])[O:10][CH2:9]2. The catalyst class is: 10.